This data is from NCI-60 drug combinations with 297,098 pairs across 59 cell lines. The task is: Regression. Given two drug SMILES strings and cell line genomic features, predict the synergy score measuring deviation from expected non-interaction effect. (1) Synergy scores: CSS=46.6, Synergy_ZIP=-2.85, Synergy_Bliss=-0.515, Synergy_Loewe=0.319, Synergy_HSA=2.89. Cell line: TK-10. Drug 1: C1=CC(=C2C(=C1NCCNCCO)C(=O)C3=C(C=CC(=C3C2=O)O)O)NCCNCCO. Drug 2: CNC(=O)C1=NC=CC(=C1)OC2=CC=C(C=C2)NC(=O)NC3=CC(=C(C=C3)Cl)C(F)(F)F. (2) Drug 1: COC1=C2C(=CC3=C1OC=C3)C=CC(=O)O2. Synergy scores: CSS=-1.16, Synergy_ZIP=1.25, Synergy_Bliss=1.66, Synergy_Loewe=-3.16, Synergy_HSA=-1.38. Cell line: MALME-3M. Drug 2: C1C(C(OC1N2C=NC3=C2NC=NCC3O)CO)O. (3) Drug 1: CN(CC1=CN=C2C(=N1)C(=NC(=N2)N)N)C3=CC=C(C=C3)C(=O)NC(CCC(=O)O)C(=O)O. Drug 2: COC1=C2C(=CC3=C1OC=C3)C=CC(=O)O2. Cell line: A549. Synergy scores: CSS=27.1, Synergy_ZIP=-0.246, Synergy_Bliss=-0.252, Synergy_Loewe=-26.6, Synergy_HSA=0.0454. (4) Drug 1: CN1CCC(CC1)COC2=C(C=C3C(=C2)N=CN=C3NC4=C(C=C(C=C4)Br)F)OC. Drug 2: COC1=C(C=C2C(=C1)N=CN=C2NC3=CC(=C(C=C3)F)Cl)OCCCN4CCOCC4. Cell line: DU-145. Synergy scores: CSS=36.9, Synergy_ZIP=-1.56, Synergy_Bliss=-0.508, Synergy_Loewe=0.421, Synergy_HSA=3.37.